Dataset: Forward reaction prediction with 1.9M reactions from USPTO patents (1976-2016). Task: Predict the product of the given reaction. Given the reactants [F:1][C:2]1[CH:3]=[C:4](/[CH:10]=[CH:11]/[C:12]([O:14][CH2:15][CH3:16])=[O:13])[CH:5]=[C:6]([OH:9])[C:7]=1[F:8], predict the reaction product. The product is: [F:1][C:2]1[CH:3]=[C:4]([CH2:10][CH2:11][C:12]([O:14][CH2:15][CH3:16])=[O:13])[CH:5]=[C:6]([OH:9])[C:7]=1[F:8].